From a dataset of Reaction yield outcomes from USPTO patents with 853,638 reactions. Predict the reaction yield, written as a fraction of the theoretical maximum amount of product (1.0 means a 100% yield; for example, 0.34 means a 34% yield). (1) The product is [F:6][C:7]1[CH:12]=[C:11]([N+:13]([O-:15])=[O:14])[C:10]([O:4][CH2:3][CH:2]([CH3:5])[CH3:1])=[CH:9][C:8]=1[CH3:17].[F:18][C:19]1[C:20]([CH3:31])=[CH:21][C:22]([O:26][CH2:27][CH:28]([CH3:29])[CH3:30])=[C:23]([NH:24][C:3]([NH:32][C:33]2[S:34][CH:35]=[CH:36][N:37]=2)=[O:4])[CH:25]=1. The yield is 0.650. The reactants are [CH3:1][CH:2]([CH3:5])[CH2:3][OH:4].[F:6][C:7]1[CH:12]=[C:11]([N+:13]([O-:15])=[O:14])[C:10](F)=[CH:9][C:8]=1[CH3:17].[F:18][C:19]1[C:20]([CH3:31])=[CH:21][C:22]([O:26][CH2:27][CH:28]([CH3:30])[CH3:29])=[C:23]([CH:25]=1)[NH2:24].[NH2:32][C:33]1[S:34][CH:35]=[CH:36][N:37]=1. No catalyst specified. (2) The reactants are Cl[C:2]([O:4][CH3:5])=[O:3].[F:6][C:7]([F:13])([CH:10]([F:12])[F:11])[CH2:8][OH:9].Cl. The catalyst is N1C=CC=CC=1. The product is [C:2](=[O:3])([O:9][CH2:8][C:7]([F:13])([F:6])[CH:10]([F:12])[F:11])[O:4][CH3:5]. The yield is 0.870.